Dataset: Full USPTO retrosynthesis dataset with 1.9M reactions from patents (1976-2016). Task: Predict the reactants needed to synthesize the given product. (1) Given the product [Cl:1][C:2]1[CH:3]=[C:4]([F:24])[C:5]([C:6](=[O:7])[N:8]([CH2:16][C:17]([CH3:18])([CH3:19])[CH3:20])[C:9]2[CH:14]=[CH:13][CH:12]=[C:11]([CH3:15])[N:10]=2)=[C:21]([N:46]2[CH2:45][CH2:44][CH:43]([CH2:42][O:41][C:37]3[CH:36]=[C:35]([CH:28]([CH:25]4[CH2:27][CH2:26]4)[CH2:29][C:30]([O:32][CH2:33][CH3:34])=[O:31])[CH:40]=[CH:39][N:38]=3)[CH2:48][CH2:47]2)[CH:22]=1, predict the reactants needed to synthesize it. The reactants are: [Cl:1][C:2]1[CH:22]=[C:21](F)[C:5]([C:6]([N:8]([CH2:16][C:17]([CH3:20])([CH3:19])[CH3:18])[C:9]2[CH:14]=[CH:13][CH:12]=[C:11]([CH3:15])[N:10]=2)=[O:7])=[C:4]([F:24])[CH:3]=1.[CH:25]1([CH:28]([C:35]2[CH:40]=[CH:39][N:38]=[C:37]([O:41][CH2:42][CH:43]3[CH2:48][CH2:47][NH:46][CH2:45][CH2:44]3)[CH:36]=2)[CH2:29][C:30]([O:32][CH2:33][CH3:34])=[O:31])[CH2:27][CH2:26]1.C(=O)([O-])[O-].[Cs+].[Cs+]. (2) Given the product [N+:27]([C:18]1[CH:19]=[C:20]([C:23]([F:24])([F:25])[F:26])[CH:21]=[CH:22][C:17]=1[N:2]1[CH2:3][CH2:4][C:5]2[C:10](=[CH:9][CH:8]=[CH:7][CH:6]=2)[CH2:1]1)([O-:29])=[O:28], predict the reactants needed to synthesize it. The reactants are: [CH2:1]1[C:10]2[C:5](=[CH:6][CH:7]=[CH:8][CH:9]=2)[CH2:4][CH2:3][NH:2]1.CN(C)C=O.F[C:17]1[CH:22]=[CH:21][C:20]([C:23]([F:26])([F:25])[F:24])=[CH:19][C:18]=1[N+:27]([O-:29])=[O:28]. (3) Given the product [F:38][C:35]1[CH:36]=[CH:37][C:32]([C:19]2([CH2:18][O:17][CH:15]([C:6]3[CH:7]=[C:8]([C:11]([F:13])([F:12])[F:14])[CH:9]=[C:10]4[C:5]=3[NH:4][C:3](=[O:39])[CH2:2]4)[CH3:16])[CH2:24][CH2:23][N:22]([C:25]([O:27][C:28]([CH3:30])([CH3:29])[CH3:31])=[O:26])[CH2:21][CH2:20]2)=[CH:33][CH:34]=1, predict the reactants needed to synthesize it. The reactants are: Br[C:2]1(Br)[C:10]2[C:5](=[C:6]([CH:15]([O:17][CH2:18][C:19]3([C:32]4[CH:37]=[CH:36][C:35]([F:38])=[CH:34][CH:33]=4)[CH2:24][CH2:23][N:22]([C:25]([O:27][C:28]([CH3:31])([CH3:30])[CH3:29])=[O:26])[CH2:21][CH2:20]3)[CH3:16])[CH:7]=[C:8]([C:11]([F:14])([F:13])[F:12])[CH:9]=2)[NH:4][C:3]1=[O:39]. (4) Given the product [CH2:1]([O:3][C:4]([C:6]1[CH:7]([O:26][CH2:24][CH3:25])[C:8]2[C:13]([C:14]=1[C:15]1[CH:20]=[CH:19][CH:18]=[CH:17][CH:16]=1)=[CH:12][CH:11]=[C:10]([O:21][CH3:22])[CH:9]=2)=[O:5])[CH3:2], predict the reactants needed to synthesize it. The reactants are: [CH2:1]([O:3][C:4]([C:6]1[CH:7](Br)[C:8]2[C:13]([C:14]=1[C:15]1[CH:20]=[CH:19][CH:18]=[CH:17][CH:16]=1)=[CH:12][CH:11]=[C:10]([O:21][CH3:22])[CH:9]=2)=[O:5])[CH3:2].[CH2:24]([OH:26])[CH3:25]. (5) The reactants are: Cl[C:2]1[CH:7]=[CH:6][C:5]([S:8]([C:11]2([C:25]3[CH:30]=[C:29]([F:31])[CH:28]=[CH:27][C:26]=3[F:32])[CH2:16][CH2:15][CH:14]([NH:17][S:18]([C:21]([F:24])([F:23])[F:22])(=[O:20])=[O:19])[CH2:13][CH2:12]2)(=[O:10])=[O:9])=[CH:4][CH:3]=1. Given the product [C:5]1([S:8]([C:11]2([C:25]3[CH:30]=[C:29]([F:31])[CH:28]=[CH:27][C:26]=3[F:32])[CH2:12][CH2:13][CH:14]([NH:17][S:18]([C:21]([F:23])([F:24])[F:22])(=[O:20])=[O:19])[CH2:15][CH2:16]2)(=[O:9])=[O:10])[CH:4]=[CH:3][CH:2]=[CH:7][CH:6]=1, predict the reactants needed to synthesize it. (6) The reactants are: [NH2:1][C:2]1[CH:7]=[CH:6][N:5]=[C:4]([CH3:8])[N:3]=1.Cl[Si:10]([CH3:13])([CH3:12])[CH3:11]. Given the product [CH3:11][Si:10]([CH3:13])([CH3:12])[N:1]([C:2]1[CH:7]=[CH:6][N:5]=[C:4]([CH3:8])[N:3]=1)[Si:10]([CH3:13])([CH3:12])[CH3:11], predict the reactants needed to synthesize it. (7) Given the product [CH3:10][O:11][C:12](=[O:17])[CH2:13][CH2:14][CH2:15][NH:16][S:3]([C:2]([F:8])([F:7])[F:1])(=[O:5])=[O:4], predict the reactants needed to synthesize it. The reactants are: [F:1][C:2]([F:8])([F:7])[S:3](Cl)(=[O:5])=[O:4].Cl.[CH3:10][O:11][C:12](=[O:17])[CH2:13][CH2:14][CH2:15][NH2:16].C(N(CC)CC)C.Cl. (8) Given the product [CH:14]([OH:18])=[O:41].[S:2]1[C:10]2[C:5](=[N:6][CH:7]=[CH:8][CH:9]=2)[N:4]=[C:3]1[O:11][C:12]1[CH:27]=[CH:26][C:15]2[CH:16]=[C:17]([CH2:19][N:20]3[CH2:24][CH2:23][CH:22]([NH:25][C:40]([NH2:39])=[O:41])[CH2:21]3)[O:18][C:14]=2[CH:13]=1, predict the reactants needed to synthesize it. The reactants are: Cl.[S:2]1[C:10]2[C:5](=[N:6][CH:7]=[CH:8][CH:9]=2)[N:4]=[C:3]1[O:11][C:12]1[CH:27]=[CH:26][C:15]2[CH:16]=[C:17]([CH2:19][N:20]3[CH2:24][CH2:23][CH:22]([NH2:25])[CH2:21]3)[O:18][C:14]=2[CH:13]=1.CCN(CC)CC.C[Si]([N:39]=[C:40]=[O:41])(C)C. (9) Given the product [C:1]([O:5][C:6]([NH:8][C@H:9]([C:16]1[NH:20][C:19]2[CH:21]=[CH:22][C:23]([C:25]([CH3:26])([CH3:28])[CH3:27])=[CH:24][C:18]=2[N:17]=1)[CH:10]([CH3:15])[C:11]([OH:13])=[O:12])=[O:7])([CH3:4])([CH3:2])[CH3:3], predict the reactants needed to synthesize it. The reactants are: [C:1]([O:5][C:6]([NH:8][C@H:9]([C:16]1[NH:20][C:19]2[CH:21]=[CH:22][C:23]([C:25]([CH3:28])([CH3:27])[CH3:26])=[CH:24][C:18]=2[N:17]=1)[CH:10]([CH3:15])[C:11]([O:13]C)=[O:12])=[O:7])([CH3:4])([CH3:3])[CH3:2].[OH-].[Li+]. (10) Given the product [Br:1][C:2]1[CH:15]=[CH:14][C:13]2[C:4](=[CH:5][C:6]3[C:11]([CH:12]=2)=[CH:10][CH:9]=[CH:8][CH:7]=3)[CH:3]=1, predict the reactants needed to synthesize it. The reactants are: [Br:1][C:2]1[CH:15]=[CH:14][C:13]2[C:12](=O)[C:11]3[C:6](=[CH:7][CH:8]=[CH:9][CH:10]=3)[C:5](=O)[C:4]=2[CH:3]=1.C1(O)CCCCC1.[Al](OC(CC)C)(OC(CC)C)OC(CC)C.[K+].[Br-].